This data is from Reaction yield outcomes from USPTO patents with 853,638 reactions. The task is: Predict the reaction yield, written as a fraction of the theoretical maximum amount of product (1.0 means a 100% yield; for example, 0.34 means a 34% yield). (1) No catalyst specified. The reactants are [F:1][C:2]([F:13])([F:12])[O:3][C:4]1[CH:11]=[CH:10][C:7]([CH:8]=O)=[CH:6][CH:5]=1.[NH2:14][C:15]1[N:16]=[N:17][C:18]([CH3:21])=[CH:19][CH:20]=1.C([O:24][C:25](=O)[C:26]([OH:41])=[CH:27][C:28]([C:30]1[CH:35]=[CH:34][C:33]([O:36][CH2:37][CH2:38][O:39][CH3:40])=[CH:32][CH:31]=1)=[O:29])C. The product is [OH:41][C:26]1[C:25](=[O:24])[N:14]([C:15]2[N:16]=[N:17][C:18]([CH3:21])=[CH:19][CH:20]=2)[CH:8]([C:7]2[CH:10]=[CH:11][C:4]([O:3][C:2]([F:13])([F:12])[F:1])=[CH:5][CH:6]=2)[C:27]=1[C:28](=[O:29])[C:30]1[CH:35]=[CH:34][C:33]([O:36][CH2:37][CH2:38][O:39][CH3:40])=[CH:32][CH:31]=1. The yield is 0.130. (2) The reactants are [F:1][C:2]1[C:3]([N+:16]([O-])=O)=[CH:4][C:5]([N+:13]([O-])=O)=[C:6]([CH:8]=[CH:9]N(C)C)[CH:7]=1. The catalyst is CCO.[Ni]. The product is [F:1][C:2]1[CH:7]=[C:6]2[C:5](=[CH:4][C:3]=1[NH2:16])[NH:13][CH:9]=[CH:8]2. The yield is 0.160. (3) The reactants are [CH2:1]([NH:4][CH2:5][CH:6]([CH3:10])[CH2:7][CH:8]=[CH2:9])[CH:2]=[CH2:3].CN1CCOCC1.[N:18]1[CH:23]=[CH:22][CH:21]=[CH:20][C:19]=1[S:24](Cl)(=[O:26])=[O:25]. The catalyst is C(Cl)Cl. The product is [CH2:1]([N:4]([CH2:5][CH:6]([CH3:10])[CH2:7][CH:8]=[CH2:9])[S:24]([C:19]1[CH:20]=[CH:21][CH:22]=[CH:23][N:18]=1)(=[O:26])=[O:25])[CH:2]=[CH2:3]. The yield is 0.600. (4) The reactants are Br[C:2]1[CH:15]=[CH:14][C:13]2[C:4](=[N:5][C:6]3[C:11]([N:12]=2)=[CH:10][C:9](Br)=[CH:8][CH:7]=3)[CH:3]=1.C([Sn](CCCC)(CCCC)[C:22]([O:24][CH2:25][CH3:26])=[CH2:23])CCC. The catalyst is O1CCOCC1.C1C=CC(P(C2C=CC=CC=2)[C-]2C=CC=C2)=CC=1.C1C=CC(P(C2C=CC=CC=2)[C-]2C=CC=C2)=CC=1.Cl[Pd]Cl.[Fe+2]. The product is [CH2:25]([O:24][C:22]([C:2]1[CH:15]=[CH:14][C:13]2[C:4](=[N:5][C:6]3[C:11]([N:12]=2)=[CH:10][C:9]([C:22]([O:24][CH2:25][CH3:26])=[CH2:23])=[CH:8][CH:7]=3)[CH:3]=1)=[CH2:23])[CH3:26]. The yield is 0.880.